From a dataset of Full USPTO retrosynthesis dataset with 1.9M reactions from patents (1976-2016). Predict the reactants needed to synthesize the given product. (1) The reactants are: Cl[C:2]1[C:7]([CH:8]=[O:9])=[C:6]([N:10]2[C:22](=[O:23])[C:14]3=[CH:15][N:16]4[C:21]([CH2:20][CH2:19][CH2:18][CH2:17]4)=[C:13]3[CH:12]=[N:11]2)[N:5]=[CH:4][CH:3]=1.[CH3:24][N:25]1[CH:30]=[C:29](B2OC(C)(C)C(C)(C)O2)[CH:28]=[C:27]([NH:40][C:41]2[CH:46]=[CH:45][C:44]([N:47]3[CH2:52][CH2:51][N:50]([CH:53]4[CH2:56][O:55][CH2:54]4)[CH2:49][CH2:48]3)=[CH:43][N:42]=2)[C:26]1=[O:57].C([O-])([O-])=O.[Na+].[Na+].CN(C=O)C. Given the product [CH3:24][N:25]1[C:26](=[O:57])[C:27]([NH:40][C:41]2[CH:46]=[CH:45][C:44]([N:47]3[CH2:52][CH2:51][N:50]([CH:53]4[CH2:54][O:55][CH2:56]4)[CH2:49][CH2:48]3)=[CH:43][N:42]=2)=[CH:28][C:29]([C:2]2[C:7]([CH:8]=[O:9])=[C:6]([N:10]3[C:22](=[O:23])[C:14]4=[CH:15][N:16]5[C:21]([CH2:20][CH2:19][CH2:18][CH2:17]5)=[C:13]4[CH:12]=[N:11]3)[N:5]=[CH:4][CH:3]=2)=[CH:30]1, predict the reactants needed to synthesize it. (2) Given the product [CH3:22][N:21]([CH2:20][C:16]1[CH:15]=[C:14]([CH:19]=[CH:18][CH:17]=1)[CH2:13][N:8]1[CH2:7][CH2:6][C:5]2[C:10](=[CH:11][C:2]([NH:1][C:54]([C:50]3[O:49][CH:53]=[CH:52][CH:51]=3)=[O:55])=[C:3]([N:24]3[CH2:25][CH2:26][N:27]([C:30]4[CH:35]=[CH:34][CH:33]=[CH:32][C:31]=4[CH3:36])[CH2:28][CH2:29]3)[CH:4]=2)[C:9]1=[O:12])[CH3:23], predict the reactants needed to synthesize it. The reactants are: [NH2:1][C:2]1[CH:11]=[C:10]2[C:5]([CH2:6][CH2:7][N:8]([CH2:13][C:14]3[CH:19]=[CH:18][CH:17]=[C:16]([CH2:20][N:21]([CH3:23])[CH3:22])[CH:15]=3)[C:9]2=[O:12])=[CH:4][C:3]=1[N:24]1[CH2:29][CH2:28][N:27]([C:30]2[CH:35]=[CH:34][CH:33]=[CH:32][C:31]=2[CH3:36])[CH2:26][CH2:25]1.ClCCl.C(N(CC)C(C)C)(C)C.[O:49]1[CH:53]=[CH:52][CH:51]=[C:50]1[C:54](Cl)=[O:55]. (3) Given the product [NH2:29][C@H:19]([CH2:20][CH2:21][O:22][C:23]1[CH:24]=[CH:25][CH:26]=[CH:27][CH:28]=1)[C:18]([N:14]1[CH2:15][CH2:16][CH2:17][C@:4]2([C:3](=[O:38])[N:2]([CH3:1])[CH2:6][C@H:5]2[C:7]2[CH:12]=[CH:11][CH:10]=[CH:9][CH:8]=2)[CH2:13]1)=[O:37], predict the reactants needed to synthesize it. The reactants are: [CH3:1][N:2]1[CH2:6][C@@H:5]([C:7]2[CH:12]=[CH:11][CH:10]=[CH:9][CH:8]=2)[C@@:4]2([CH2:17][CH2:16][CH2:15][N:14]([C:18](=[O:37])[C@H:19]([NH:29]C(=O)OC(C)(C)C)[CH2:20][CH2:21][O:22][C:23]3[CH:28]=[CH:27][CH:26]=[CH:25][CH:24]=3)[CH2:13]2)[C:3]1=[O:38].C(O)(C(F)(F)F)=O.